Dataset: Reaction yield outcomes from USPTO patents with 853,638 reactions. Task: Predict the reaction yield, written as a fraction of the theoretical maximum amount of product (1.0 means a 100% yield; for example, 0.34 means a 34% yield). The reactants are [Cl:1][C:2]1[C:3]2[C@H:10]([CH3:11])[CH2:9][CH2:8][C:4]=2[N:5]=[CH:6][N:7]=1.C1C=C(Cl)C=C(C(OO)=[O:20])C=1.[O-]S([O-])(=S)=O.[Na+].[Na+].C([O-])([O-])=O.[Na+].[Na+]. The catalyst is C(Cl)(Cl)Cl.O. The product is [Cl:1][C:2]1[N:7]=[CH:6][N+:5]([O-:20])=[C:4]2[CH2:8][CH2:9][C@@H:10]([CH3:11])[C:3]=12. The yield is 0.530.